Dataset: NCI-60 drug combinations with 297,098 pairs across 59 cell lines. Task: Regression. Given two drug SMILES strings and cell line genomic features, predict the synergy score measuring deviation from expected non-interaction effect. (1) Drug 1: CCC(=C(C1=CC=CC=C1)C2=CC=C(C=C2)OCCN(C)C)C3=CC=CC=C3.C(C(=O)O)C(CC(=O)O)(C(=O)O)O. Drug 2: CCC1=C2CN3C(=CC4=C(C3=O)COC(=O)C4(CC)O)C2=NC5=C1C=C(C=C5)O. Cell line: SF-268. Synergy scores: CSS=40.9, Synergy_ZIP=2.32, Synergy_Bliss=2.59, Synergy_Loewe=-83.3, Synergy_HSA=-5.02. (2) Drug 1: COC1=NC(=NC2=C1N=CN2C3C(C(C(O3)CO)O)O)N. Drug 2: CN(CCCl)CCCl.Cl. Cell line: SK-OV-3. Synergy scores: CSS=5.45, Synergy_ZIP=-3.06, Synergy_Bliss=-3.68, Synergy_Loewe=-4.76, Synergy_HSA=-2.43. (3) Drug 1: C1=CN(C(=O)N=C1N)C2C(C(C(O2)CO)O)(F)F. Drug 2: C1CC(CCC1OC2=C(C(=CC=C2)Cl)F)(CC3=NC(=CC=C3)NC4=NC=CS4)C(=O)O. Cell line: SW-620. Synergy scores: CSS=63.5, Synergy_ZIP=1.69, Synergy_Bliss=0.992, Synergy_Loewe=-3.39, Synergy_HSA=5.92. (4) Drug 2: CN1C2=C(C=C(C=C2)N(CCCl)CCCl)N=C1CCCC(=O)O.Cl. Cell line: OVCAR3. Synergy scores: CSS=28.9, Synergy_ZIP=-6.33, Synergy_Bliss=2.30, Synergy_Loewe=-9.08, Synergy_HSA=1.53. Drug 1: CC1C(C(CC(O1)OC2CC(CC3=C2C(=C4C(=C3O)C(=O)C5=C(C4=O)C(=CC=C5)OC)O)(C(=O)C)O)N)O.Cl. (5) Drug 1: C1C(C(OC1N2C=C(C(=O)NC2=O)F)CO)O. Drug 2: CC1C(C(CC(O1)OC2CC(CC3=C2C(=C4C(=C3O)C(=O)C5=C(C4=O)C(=CC=C5)OC)O)(C(=O)CO)O)N)O.Cl. Cell line: HOP-92. Synergy scores: CSS=39.9, Synergy_ZIP=-9.43, Synergy_Bliss=-4.58, Synergy_Loewe=-2.96, Synergy_HSA=-0.314. (6) Drug 1: C1=NC(=NC(=O)N1C2C(C(C(O2)CO)O)O)N. Drug 2: CCC1(C2=C(COC1=O)C(=O)N3CC4=CC5=C(C=CC(=C5CN(C)C)O)N=C4C3=C2)O.Cl. Cell line: COLO 205. Synergy scores: CSS=51.1, Synergy_ZIP=-8.11, Synergy_Bliss=-9.39, Synergy_Loewe=-5.49, Synergy_HSA=-3.41.